This data is from Full USPTO retrosynthesis dataset with 1.9M reactions from patents (1976-2016). The task is: Predict the reactants needed to synthesize the given product. (1) Given the product [ClH:45].[ClH:45].[F:41][C:38]1[CH:39]=[CH:40][C:35]([CH2:34][C:31]2[CH:32]=[C:33]3[N:25]([C:23](=[O:24])[CH2:22][N:11]4[CH2:10][C@@H:9]([CH3:44])[NH:8][CH2:13][C@@H:12]4[CH2:14][N:15]4[CH2:20][CH2:19][O:18][CH2:17][C@H:16]4[CH3:21])[CH2:26][C:27]([CH3:43])([CH3:42])[C:28]3=[N:29][CH:30]=2)=[CH:36][CH:37]=1, predict the reactants needed to synthesize it. The reactants are: C(OC([N:8]1[CH2:13][C@H:12]([CH2:14][N:15]2[CH2:20][CH2:19][O:18][CH2:17][C@H:16]2[CH3:21])[N:11]([CH2:22][C:23]([N:25]2[C:33]3[C:28](=[N:29][CH:30]=[C:31]([CH2:34][C:35]4[CH:40]=[CH:39][C:38]([F:41])=[CH:37][CH:36]=4)[CH:32]=3)[C:27]([CH3:43])([CH3:42])[CH2:26]2)=[O:24])[CH2:10][C@H:9]1[CH3:44])=O)(C)(C)C.[ClH:45]. (2) Given the product [N+:1]([C:4]1[CH:5]=[C:6]([C:12]2[O:13][C:14]3[CH:20]=[CH:19][C:18]([C:26]4[CH:25]=[CH:24][C:23]([Cl:22])=[C:28]([Cl:29])[CH:27]=4)=[CH:17][C:15]=3[N:16]=2)[CH:7]=[CH:8][C:9]=1[O:10][CH3:11])([O-:3])=[O:2], predict the reactants needed to synthesize it. The reactants are: [N+:1]([C:4]1[CH:5]=[C:6]([C:12]2[O:13][C:14]3[CH:20]=[CH:19][C:18](Br)=[CH:17][C:15]=3[N:16]=2)[CH:7]=[CH:8][C:9]=1[O:10][CH3:11])([O-:3])=[O:2].[Cl:22][C:23]1[CH:24]=[C:25](B(O)O)[CH:26]=[CH:27][C:28]=1[Cl:29]. (3) Given the product [CH2:7]([N:14]([CH2:16][CH2:17][N:1]1[CH:5]=[CH:4][N:3]=[CH:2]1)[CH3:15])[C:8]1[CH:13]=[CH:12][CH:11]=[CH:10][CH:9]=1, predict the reactants needed to synthesize it. The reactants are: [NH:1]1[CH:5]=[CH:4][N:3]=[CH:2]1.Cl.[CH2:7]([N:14]([CH2:16][CH2:17]Cl)[CH3:15])[C:8]1[CH:13]=[CH:12][CH:11]=[CH:10][CH:9]=1.C([O-])(O)=O.[Na+]. (4) Given the product [N:1]1[CH:6]=[CH:5][CH:4]=[CH:3][C:2]=1[CH2:7][O:14][C:18]1[CH:23]=[CH:22][N+:21]([O-:24])=[CH:20][CH:19]=1, predict the reactants needed to synthesize it. The reactants are: [N:1]1[CH:6]=[CH:5][CH:4]=[CH:3][C:2]=1[CH:7]([OH:14])C1C=CC=CC=1.[H-].[Na+].Cl[C:18]1[CH:23]=[CH:22][N+:21]([O-:24])=[CH:20][CH:19]=1. (5) Given the product [Cl:18][C:5]1[C:6]([O:8][C:9]2[CH:14]=[CH:13][CH:12]=[CH:11][C:10]=2[N+:15]([O-:17])=[O:16])=[N:7][C:2]([NH:19][C:20]2[CH:25]=[CH:24][C:23]([N:26]3[CH2:31][CH2:30][N:29]([C:32](=[O:34])[CH3:33])[CH2:28][CH2:27]3)=[CH:22][C:21]=2[O:35][CH3:36])=[N:3][CH:4]=1, predict the reactants needed to synthesize it. The reactants are: Cl[C:2]1[N:7]=[C:6]([O:8][C:9]2[CH:14]=[CH:13][CH:12]=[CH:11][C:10]=2[N+:15]([O-:17])=[O:16])[C:5]([Cl:18])=[CH:4][N:3]=1.[NH2:19][C:20]1[CH:25]=[CH:24][C:23]([N:26]2[CH2:31][CH2:30][N:29]([C:32](=[O:34])[CH3:33])[CH2:28][CH2:27]2)=[CH:22][C:21]=1[O:35][CH3:36].CO.